The task is: Predict the reaction yield, written as a fraction of the theoretical maximum amount of product (1.0 means a 100% yield; for example, 0.34 means a 34% yield).. This data is from Reaction yield outcomes from USPTO patents with 853,638 reactions. (1) The reactants are Br[C:2]1[CH:3]=[C:4]([C:16]([F:19])([F:18])[F:17])[C:5]2[N:6]([C:8]([Cl:15])=[C:9]([C:11]([O:13][CH3:14])=[O:12])[N:10]=2)[CH:7]=1.C([O-])(=O)C.[K+].[O:25]1[CH:29]=[CH:28][CH2:27][CH2:26]1. The catalyst is [Br-].C([N+](CCCC)(CCCC)CCCC)CCC.CN(C)C=O.O.C([O-])(=O)C.[Pd+2].C([O-])(=O)C. The product is [Cl:15][C:8]1[N:6]2[CH:7]=[C:2]([CH:26]3[CH:27]=[CH:28][CH2:29][O:25]3)[CH:3]=[C:4]([C:16]([F:19])([F:18])[F:17])[C:5]2=[N:10][C:9]=1[C:11]([O:13][CH3:14])=[O:12]. The yield is 0.500. (2) The catalyst is CC(C)=O.[Na+].[I-]. The reactants are [CH3:1][O:2][C:3]([C:5]1([C:8]2[CH:13]=[C:12]([I:14])[C:11]([OH:15])=[C:10]([I:16])[CH:9]=2)[CH2:7][CH2:6]1)=[O:4].Cl[CH2:18][C:19]([CH3:21])=[CH2:20].C([O-])([O-])=O.[K+].[K+]. The product is [CH3:1][O:2][C:3]([C:5]1([C:8]2[CH:9]=[C:10]([I:16])[C:11]([O:15][CH2:20][C:19]([CH3:21])=[CH2:18])=[C:12]([I:14])[CH:13]=2)[CH2:7][CH2:6]1)=[O:4]. The yield is 0.970. (3) The reactants are C(OC([N:8]1[CH2:11][CH:10]([N:12]2[CH2:17][CH2:16][C:15]([F:19])([F:18])[CH2:14][CH2:13]2)[CH2:9]1)=O)(C)(C)C. The catalyst is C(Cl)Cl.C(O)(C(F)(F)F)=O. The product is [NH:8]1[CH2:11][CH:10]([N:12]2[CH2:17][CH2:16][C:15]([F:18])([F:19])[CH2:14][CH2:13]2)[CH2:9]1. The yield is 0.640. (4) The reactants are Cl[C:2]1[N:10]=[CH:9][C:8]([Cl:11])=[CH:7][C:3]=1[C:4]([OH:6])=[O:5].[CH3:12][NH2:13]. The catalyst is O1CCOCC1. The product is [Cl:11][C:8]1[CH:9]=[N:10][C:2]([NH:13][CH3:12])=[C:3]([CH:7]=1)[C:4]([OH:6])=[O:5]. The yield is 0.920. (5) The reactants are [F:1][C:2]1[CH:10]=[CH:9][CH:8]=[C:7]([OH:11])[C:3]=1[C:4]([OH:6])=O.Cl.[CH3:13][NH:14][O:15][CH3:16].Cl.C(N=C=NCCCN(C)C)C.ON1C2C=CC=CC=2N=N1.C(N(CC)CC)C. The catalyst is CN(C)C=O. The product is [F:1][C:2]1[CH:10]=[CH:9][CH:8]=[C:7]([OH:11])[C:3]=1[C:4]([N:14]([O:15][CH3:16])[CH3:13])=[O:6]. The yield is 0.680. (6) The reactants are [C:1]1(=[O:21])[N:5]([CH2:6][CH2:7][C:8]2[C:9](=[O:15])[NH:10][C:11](=[O:14])[NH:12][CH:13]=2)[C:4](=[O:16])[C:3]2=[CH:17][CH:18]=[CH:19][CH:20]=[C:2]12.[C:22]([O:30][C@H:31]([C@@H:34]([C@@H:44]([CH2:54][O:55][C:56](=[O:63])[C:57]1[CH:62]=[CH:61][CH:60]=[CH:59][CH:58]=1)[O:45][C:46](=[O:53])[C:47]1[CH:52]=[CH:51][CH:50]=[CH:49][CH:48]=1)[O:35][C:36](=[O:43])[C:37]1[CH:42]=[CH:41][CH:40]=[CH:39][CH:38]=1)C=O)(=O)C1C=CC=CC=1.[Pb].[Ar].[Si](OS(C(F)(F)F)(=O)=O)(C)(C)C. The catalyst is C(#N)C.CCOCC.CCOC(C)=O.CCOC(C)=O.CCCCCCC. The product is [C:36]([O:35][C@@H:34]1[C@H:44]([O:45][C:46](=[O:53])[C:47]2[CH:52]=[CH:51][CH:50]=[CH:49][CH:48]=2)[C@H:54]([O:55][C:56](=[O:63])[C:57]2[CH:62]=[CH:61][CH:60]=[CH:59][CH:58]=2)[CH2:22][O:30][C@H:31]1[N:12]1[CH:13]=[C:8]([CH2:7][CH2:6][N:5]2[C:4](=[O:16])[C:3]3=[CH:17][CH:18]=[CH:19][CH:20]=[C:2]3[C:1]2=[O:21])[C:9](=[O:15])[NH:10][C:11]1=[O:14])(=[O:43])[C:37]1[CH:42]=[CH:41][CH:40]=[CH:39][CH:38]=1. The yield is 0.860. (7) The reactants are [CH3:1][N:2]1[CH2:7][CH2:6]O[CH2:4][CH2:3]1.O.O[N:10]1[C:14]2[CH:15]=[CH:16][CH:17]=[CH:18][C:13]=2N=N1.[Cl:19][C:20]1[CH:27]=[CH:26][C:23]([CH2:24][NH2:25])=[CH:22][CH:21]=1.[C:28](=[O:31])([O-])[O-].[Na+].[Na+]. The catalyst is O.C(Cl)Cl. The product is [Cl:19][C:20]1[CH:27]=[CH:26][C:23]([CH2:24][NH:25][C:28]([C:13]2[CH:14]=[CH:15][C:18]3[C:13](=[C:14]([N:10]4[CH2:4][CH2:3][N:2]([CH3:1])[CH2:7][CH2:6]4)[CH:15]=[CH:16][CH:17]=3)[CH:18]=2)=[O:31])=[CH:22][CH:21]=1. The yield is 0.218. (8) The reactants are [NH2:1][CH:2]([CH2:6][C:7]1[CH:12]=[CH:11][C:10]([OH:13])=[CH:9][CH:8]=1)[C:3]([OH:5])=[O:4].Cl[C:15]1[N:20]=[C:19](Cl)[C:18]([N+:22]([O-:24])=[O:23])=[CH:17][N:16]=1.C([N:28]([CH2:32][CH3:33])[CH:29]([CH3:31])C)(C)C.[CH2:34](NCC)C.[CH2:39]1[CH2:43]OC[CH2:40]1. The catalyst is C(OCC)C. The product is [CH2:32]([N:28]([CH2:29][CH3:31])[C:15]1[N:20]=[C:19]([NH:1][CH:2]([CH2:6][C:7]2[CH:8]=[CH:9][C:10]([OH:13])=[CH:11][CH:12]=2)[C:3]([O:5][C:39]([CH3:40])([CH3:43])[CH3:34])=[O:4])[C:18]([N+:22]([O-:24])=[O:23])=[CH:17][N:16]=1)[CH3:33]. The yield is 0.670. (9) The reactants are Cl[C:2]1[CH:7]=[C:6]([C:8]#[N:9])[CH:5]=[C:4]([N:10]2[CH2:15][CH2:14][O:13][CH2:12][CH2:11]2)[N:3]=1.O.C(=O)(O)[O-].[Na+].[F:22][C:23]([F:35])([F:34])[O:24][C:25]1[CH:30]=[CH:29][C:28](B(O)O)=[CH:27][CH:26]=1. The catalyst is C(COC)OC. The product is [O:13]1[CH2:14][CH2:15][N:10]([C:4]2[CH:5]=[C:6]([C:8]#[N:9])[CH:7]=[C:2]([C:28]3[CH:27]=[CH:26][C:25]([O:24][C:23]([F:22])([F:34])[F:35])=[CH:30][CH:29]=3)[N:3]=2)[CH2:11][CH2:12]1. The yield is 0.555. (10) The reactants are [CH2:1]([N:3]1[C:12](=[O:13])[C:11]2[C:6](=[CH:7][CH:8]=[C:9]([N+:14]([O-])=O)[CH:10]=2)[N:5]([CH2:17][C:18]#[CH:19])[C:4]1=[O:20])[CH3:2].[Sn](Cl)Cl. The catalyst is C(O)C. The product is [NH2:14][C:9]1[CH:10]=[C:11]2[C:6](=[CH:7][CH:8]=1)[N:5]([CH2:17][C:18]#[CH:19])[C:4](=[O:20])[N:3]([CH2:1][CH3:2])[C:12]2=[O:13]. The yield is 0.674.